This data is from NCI-60 drug combinations with 297,098 pairs across 59 cell lines. The task is: Regression. Given two drug SMILES strings and cell line genomic features, predict the synergy score measuring deviation from expected non-interaction effect. (1) Drug 1: CC1=C(N=C(N=C1N)C(CC(=O)N)NCC(C(=O)N)N)C(=O)NC(C(C2=CN=CN2)OC3C(C(C(C(O3)CO)O)O)OC4C(C(C(C(O4)CO)O)OC(=O)N)O)C(=O)NC(C)C(C(C)C(=O)NC(C(C)O)C(=O)NCCC5=NC(=CS5)C6=NC(=CS6)C(=O)NCCC[S+](C)C)O. Drug 2: CN1C2=C(C=C(C=C2)N(CCCl)CCCl)N=C1CCCC(=O)O.Cl. Cell line: NCI/ADR-RES. Synergy scores: CSS=37.8, Synergy_ZIP=0.0371, Synergy_Bliss=-2.93, Synergy_Loewe=-33.0, Synergy_HSA=-4.62. (2) Drug 1: C1CCC(CC1)NC(=O)N(CCCl)N=O. Drug 2: CC1C(C(CC(O1)OC2CC(OC(C2O)C)OC3=CC4=CC5=C(C(=O)C(C(C5)C(C(=O)C(C(C)O)O)OC)OC6CC(C(C(O6)C)O)OC7CC(C(C(O7)C)O)OC8CC(C(C(O8)C)O)(C)O)C(=C4C(=C3C)O)O)O)O. Cell line: SF-539. Synergy scores: CSS=25.2, Synergy_ZIP=4.05, Synergy_Bliss=3.76, Synergy_Loewe=3.03, Synergy_HSA=3.83. (3) Drug 1: C1CCC(C1)C(CC#N)N2C=C(C=N2)C3=C4C=CNC4=NC=N3. Drug 2: CC1C(C(CC(O1)OC2CC(CC3=C2C(=C4C(=C3O)C(=O)C5=C(C4=O)C(=CC=C5)OC)O)(C(=O)CO)O)N)O.Cl. Cell line: HCT-15. Synergy scores: CSS=27.1, Synergy_ZIP=-0.524, Synergy_Bliss=2.32, Synergy_Loewe=-19.0, Synergy_HSA=1.39. (4) Cell line: MALME-3M. Drug 2: C1C(C(OC1N2C=NC3=C2NC=NCC3O)CO)O. Drug 1: CCC(=C(C1=CC=CC=C1)C2=CC=C(C=C2)OCCN(C)C)C3=CC=CC=C3.C(C(=O)O)C(CC(=O)O)(C(=O)O)O. Synergy scores: CSS=2.07, Synergy_ZIP=-0.311, Synergy_Bliss=0.826, Synergy_Loewe=-0.359, Synergy_HSA=0.0973. (5) Drug 1: CCN(CC)CCNC(=O)C1=C(NC(=C1C)C=C2C3=C(C=CC(=C3)F)NC2=O)C. Drug 2: C1CNP(=O)(OC1)N(CCCl)CCCl. Cell line: RPMI-8226. Synergy scores: CSS=17.7, Synergy_ZIP=-4.93, Synergy_Bliss=-5.64, Synergy_Loewe=-5.12, Synergy_HSA=-5.12. (6) Drug 1: C1CN1P(=S)(N2CC2)N3CC3. Drug 2: C1C(C(OC1N2C=C(C(=O)NC2=O)F)CO)O. Cell line: HS 578T. Synergy scores: CSS=26.4, Synergy_ZIP=-5.22, Synergy_Bliss=-4.66, Synergy_Loewe=-16.7, Synergy_HSA=-1.90. (7) Drug 1: CN(C)N=NC1=C(NC=N1)C(=O)N. Drug 2: CN(CC1=CN=C2C(=N1)C(=NC(=N2)N)N)C3=CC=C(C=C3)C(=O)NC(CCC(=O)O)C(=O)O. Cell line: MOLT-4. Synergy scores: CSS=22.6, Synergy_ZIP=-2.14, Synergy_Bliss=-2.86, Synergy_Loewe=-31.7, Synergy_HSA=-3.34. (8) Drug 1: CC1=C(C=C(C=C1)NC2=NC=CC(=N2)N(C)C3=CC4=NN(C(=C4C=C3)C)C)S(=O)(=O)N.Cl. Drug 2: C1=CC=C(C=C1)NC(=O)CCCCCCC(=O)NO. Cell line: SNB-75. Synergy scores: CSS=12.4, Synergy_ZIP=-3.43, Synergy_Bliss=-1.00, Synergy_Loewe=-4.31, Synergy_HSA=0.549. (9) Synergy scores: CSS=10.6, Synergy_ZIP=-2.07, Synergy_Bliss=7.05, Synergy_Loewe=1.59, Synergy_HSA=1.96. Drug 2: CC(CN1CC(=O)NC(=O)C1)N2CC(=O)NC(=O)C2. Drug 1: CC(C1=C(C=CC(=C1Cl)F)Cl)OC2=C(N=CC(=C2)C3=CN(N=C3)C4CCNCC4)N. Cell line: HS 578T.